Predict the reactants needed to synthesize the given product. From a dataset of Retrosynthesis with 50K atom-mapped reactions and 10 reaction types from USPTO. (1) Given the product O=C(CCCO)OCc1ccccc1, predict the reactants needed to synthesize it. The reactants are: BrCc1ccccc1.O=C([O-])CCCO. (2) Given the product CC(C)(CC[N+]1(C)CCCC1)NC(=O)OCc1ccccc1, predict the reactants needed to synthesize it. The reactants are: CC(C)(CCN1CCCC1)NC(=O)OCc1ccccc1.CI. (3) Given the product COc1cccc(F)c1C(C)(C)CC(O)(CNc1ccc(F)c2nc(C)ncc12)C(F)(F)F, predict the reactants needed to synthesize it. The reactants are: COc1cccc(F)c1C(C)(C)CC(O)(C=O)C(F)(F)F.Cc1ncc2c(N)ccc(F)c2n1. (4) Given the product Cc1nnc(CC2CCC(c3ncc(-c4ccc(NC(=O)Nc5cc(F)c(F)cc5F)cc4)s3)CC2)s1, predict the reactants needed to synthesize it. The reactants are: Cc1nnc(CC2CCC(c3ncc(-c4ccc(N)cc4)s3)CC2)s1.O=C=Nc1cc(F)c(F)cc1F.